Dataset: CYP2D6 inhibition data for predicting drug metabolism from PubChem BioAssay. Task: Regression/Classification. Given a drug SMILES string, predict its absorption, distribution, metabolism, or excretion properties. Task type varies by dataset: regression for continuous measurements (e.g., permeability, clearance, half-life) or binary classification for categorical outcomes (e.g., BBB penetration, CYP inhibition). Dataset: cyp2d6_veith. (1) The compound is COc1cccc(Cn2c(=O)c(-c3cccc(C#N)c3)nc3cnc(N4CCOCC4)nc32)c1. The result is 0 (non-inhibitor). (2) The drug is O=C1NC(c2ccccc2)=NC1(NS(=O)(=O)c1ccccc1)C(F)(F)F. The result is 0 (non-inhibitor). (3) The molecule is Nc1[nH]c(=O)nc2c1ncn2[C@H]1O[C@@H](CO)[C@@H](O)[C@@H]1O. The result is 0 (non-inhibitor).